From a dataset of Reaction yield outcomes from USPTO patents with 853,638 reactions. Predict the reaction yield, written as a fraction of the theoretical maximum amount of product (1.0 means a 100% yield; for example, 0.34 means a 34% yield). The catalyst is C1COCC1. The yield is 0.780. The reactants are [Cl:1][C:2]1[N:7]=[C:6]([OH:8])[CH:5]=[CH:4][CH:3]=1.[CH3:9][O:10][C:11]1[CH:12]=[C:13]([CH2:19][CH2:20]O)[CH:14]=[CH:15][C:16]=1[O:17][CH3:18].C1(P(C2C=CC=CC=2)C2C=CC=CC=2)C=CC=CC=1.N(C(OCC)=O)=NC(OCC)=O. The product is [Cl:1][C:2]1[CH:3]=[CH:4][CH:5]=[C:6]([O:8][CH2:20][CH2:19][C:13]2[CH:14]=[CH:15][C:16]([O:17][CH3:18])=[C:11]([O:10][CH3:9])[CH:12]=2)[N:7]=1.